This data is from Catalyst prediction with 721,799 reactions and 888 catalyst types from USPTO. The task is: Predict which catalyst facilitates the given reaction. (1) Reactant: [C:1]([O:5][C:6](=[O:13])[NH:7][C@H:8]1[CH2:12][CH2:11][NH:10][CH2:9]1)([CH3:4])([CH3:3])[CH3:2].[Br:14][C:15]1[N:19]2[N:20]=[C:21](F)[CH:22]=[CH:23][C:18]2=[N:17][CH:16]=1.[CH2:25](N(CC)CC)C. Product: [C:1]([O:5][C:6](=[O:13])[N:7]([C@H:8]1[CH2:12][CH2:11][N:10]([C:21]2[CH:22]=[CH:23][C:18]3[N:19]([C:15]([Br:14])=[CH:16][N:17]=3)[N:20]=2)[CH2:9]1)[CH3:25])([CH3:4])([CH3:2])[CH3:3]. The catalyst class is: 32. (2) Reactant: Br[C:2]1[CH:7]=[CH:6][CH:5]=[C:4]([C:8]([CH3:11])([CH3:10])[CH3:9])[CH:3]=1.[Li]CCCC.[CH2:17]1[O:19][CH2:18]1. Product: [C:8]([C:4]1[CH:3]=[C:2]([CH2:17][CH2:18][OH:19])[CH:7]=[CH:6][CH:5]=1)([CH3:11])([CH3:10])[CH3:9]. The catalyst class is: 1.